From a dataset of Merck oncology drug combination screen with 23,052 pairs across 39 cell lines. Regression. Given two drug SMILES strings and cell line genomic features, predict the synergy score measuring deviation from expected non-interaction effect. Drug 1: NC(=O)c1cccc2cn(-c3ccc(C4CCCNC4)cc3)nc12. Synergy scores: synergy=-2.56. Cell line: MSTO. Drug 2: CCc1cnn2c(NCc3ccc[n+]([O-])c3)cc(N3CCCCC3CCO)nc12.